From a dataset of Full USPTO retrosynthesis dataset with 1.9M reactions from patents (1976-2016). Predict the reactants needed to synthesize the given product. (1) The reactants are: [CH2:1]([O:3][C:4](=[O:12])[CH2:5][C:6]1[CH:7]=[N:8][CH:9]=[CH:10][CH:11]=1)[CH3:2].C(O)(=O)[C@@H]([C@H](C(O)=O)O)O.[H][H].C([O-])(O)=O.[Na+].[OH-].[Na+]. Given the product [CH2:1]([O:3][C:4](=[O:12])[CH2:5][CH:6]1[CH2:11][CH2:10][CH2:9][NH:8][CH2:7]1)[CH3:2], predict the reactants needed to synthesize it. (2) Given the product [CH3:25][N:1]1[C:9]2[C:4](=[CH:5][CH:6]=[CH:7][CH:8]=2)[C:3]2([C:13]3=[CH:14][C:15]4[O:19][CH2:18][O:17][C:16]=4[CH:20]=[C:12]3[O:11][CH2:10]2)[C:2]1=[O:21], predict the reactants needed to synthesize it. The reactants are: [NH:1]1[C:9]2[C:4](=[CH:5][CH:6]=[CH:7][CH:8]=2)[C:3]2([C:13]3=[CH:14][C:15]4[O:19][CH2:18][O:17][C:16]=4[CH:20]=[C:12]3[O:11][CH2:10]2)[C:2]1=[O:21].IC.Br[CH2:25]C1OC(C(F)(F)F)=CC=1. (3) Given the product [CH:23]([C@H:12]1[N:11]2[CH2:36][C@@H:8]([OH:7])[CH2:9][C@H:10]2[CH2:15][N:14]([C:16]([O:18][C:19]([CH3:22])([CH3:21])[CH3:20])=[O:17])[CH2:13]1)([C:30]1[CH:31]=[CH:32][CH:33]=[CH:34][CH:35]=1)[C:24]1[CH:29]=[CH:28][CH:27]=[CH:26][CH:25]=1, predict the reactants needed to synthesize it. The reactants are: C[O-].[Na+].C([O:7][C@@H:8]1[CH2:36][N:11]2[C@H:12]([CH:23]([C:30]3[CH:35]=[CH:34][CH:33]=[CH:32][CH:31]=3)[C:24]3[CH:29]=[CH:28][CH:27]=[CH:26][CH:25]=3)[CH2:13][N:14]([C:16]([O:18][C:19]([CH3:22])([CH3:21])[CH3:20])=[O:17])[CH2:15][C@@H:10]2[CH2:9]1)(=O)C.O. (4) Given the product [Cl:32][C:17]1[CH:16]=[CH:15][C:14]2[N:13]=[CH:12][C:11]3[C:9](=[O:10])[N:8]([CH2:7][C:6]4[CH:5]=[CH:4][C:3]([O:2][CH3:1])=[CH:34][CH:33]=4)[C:36](=[O:37])[N:21]([C:22]4[CH:27]=[CH:26][CH:25]=[C:24]([C:28]([F:29])([F:30])[F:31])[CH:23]=4)[C:20]=3[C:19]=2[N:18]=1, predict the reactants needed to synthesize it. The reactants are: [CH3:1][O:2][C:3]1[CH:34]=[CH:33][C:6]([CH2:7][NH:8][C:9]([C:11]2[CH:12]=[N:13][C:14]3[C:19]([C:20]=2[NH:21][C:22]2[CH:27]=[CH:26][CH:25]=[C:24]([C:28]([F:31])([F:30])[F:29])[CH:23]=2)=[N:18][C:17]([Cl:32])=[CH:16][CH:15]=3)=[O:10])=[CH:5][CH:4]=1.Cl[C:36](OCC)=[O:37]. (5) Given the product [NH2:21][C:17]1[CH:16]=[CH:15][CH:14]=[C:13]2[C:18]=1[C:19](=[O:20])[N:11]([CH:6]1[CH2:7][CH2:8][C:9](=[O:10])[N:4]([CH2:3][CH2:2][OH:1])[C:5]1=[O:25])[C:12]2=[O:24], predict the reactants needed to synthesize it. The reactants are: [OH:1][CH2:2][CH2:3][N:4]1[C:9](=[O:10])[CH2:8][CH2:7][CH:6]([N:11]2[C:19](=[O:20])[C:18]3[C:13](=[CH:14][CH:15]=[CH:16][C:17]=3[N+:21]([O-])=O)[C:12]2=[O:24])[C:5]1=[O:25].[H][H].